This data is from Catalyst prediction with 721,799 reactions and 888 catalyst types from USPTO. The task is: Predict which catalyst facilitates the given reaction. Reactant: Cl[C:2]1[N:3]=[N:4][C:5]([Cl:11])=[CH:6][C:7]=1[C:8]([OH:10])=[O:9].S(=O)(=O)(O)[OH:13]. Product: [Cl:11][C:5]1[CH:6]=[C:7]([C:8]([OH:10])=[O:9])[C:2](=[O:13])[NH:3][N:4]=1. The catalyst class is: 6.